This data is from Forward reaction prediction with 1.9M reactions from USPTO patents (1976-2016). The task is: Predict the product of the given reaction. (1) Given the reactants [CH2:1]([O:3][CH2:4][C:5](Cl)=[O:6])[CH3:2].[NH2:8][C:9]1[C:10]([Cl:26])=[N:11][C:12]([CH3:25])=[C:13]([CH3:24])[C:14]=1[NH:15][CH2:16][C:17]1([OH:23])[CH2:22][CH2:21][O:20][CH2:19][CH2:18]1, predict the reaction product. The product is: [Cl:26][C:10]1[C:9]([NH:8][C:5](=[O:6])[CH2:4][O:3][CH2:1][CH3:2])=[C:14]([NH:15][CH2:16][C:17]2([OH:23])[CH2:22][CH2:21][O:20][CH2:19][CH2:18]2)[C:13]([CH3:24])=[C:12]([CH3:25])[N:11]=1. (2) Given the reactants Br[CH:2]1[CH2:10][C:9]2[C:4](=[CH:5]C=C[CH:8]=2)[C:3]1=[O:11].[NH2:12][C:13]1[CH:18]=[CH:17][CH:16]=[CH:15][C:14]=1[NH:19][C:20](=[O:26])[O:21][C:22]([CH3:25])([CH3:24])[CH3:23].CCN([CH:33]([CH3:35])[CH3:34])C(C)C.[C]=[O:37], predict the reaction product. The product is: [O:11]=[C:3]1[C:4]2[C:9](=[CH:8][C:33]([C:34]([NH:12][C:13]3[CH:18]=[CH:17][CH:16]=[CH:15][C:14]=3[NH:19][C:20](=[O:26])[O:21][C:22]([CH3:23])([CH3:25])[CH3:24])=[O:37])=[CH:35][CH:5]=2)[CH2:10][CH2:2]1. (3) Given the reactants [CH:1]([C:3]1[N:8]=[N:7][C:6]2[O:9][CH2:10][CH2:11][S:12][C:5]=2[CH:4]=1)=C.I([O-])(=O)(=O)=[O:14].[Na+], predict the reaction product. The product is: [N:7]1[C:6]2[O:9][CH2:10][CH2:11][S:12][C:5]=2[CH:4]=[C:3]([CH:1]=[O:14])[N:8]=1. (4) Given the reactants [Cl:1][C:2]1[C:7]([C@H:8]2[CH2:12][CH2:11][CH2:10][N:9]2C(OC(C)(C)C)=O)=[CH:6][C:5]([F:20])=[CH:4][N:3]=1.[ClH:21], predict the reaction product. The product is: [ClH:1].[ClH:21].[Cl:1][C:2]1[C:7]([C@H:8]2[CH2:12][CH2:11][CH2:10][NH:9]2)=[CH:6][C:5]([F:20])=[CH:4][N:3]=1. (5) Given the reactants [Cl:1][C:2]1[CH:21]=[C:20]([NH:22][C:23]2[C:24]3[N:31]([CH2:32][CH2:33][O:34][CH2:35][CH2:36][OH:37])[CH:30]=[CH:29][C:25]=3[N:26]=[CH:27][N:28]=2)[CH:19]=[CH:18][C:3]=1[O:4][C:5]1[CH:6]=[C:7]([CH:11]=[C:12]([C:14]([F:17])([F:16])[F:15])[CH:13]=1)[C:8](O)=[O:9].[C:38]([NH2:42])([CH3:41])([CH3:40])[CH3:39].Cl.C(N=C=NCCCN(C)C)C.ON1C2C=CC=CC=2N=N1, predict the reaction product. The product is: [C:38]([NH:42][C:8](=[O:9])[C:7]1[CH:11]=[C:12]([C:14]([F:16])([F:15])[F:17])[CH:13]=[C:5]([O:4][C:3]2[CH:18]=[CH:19][C:20]([NH:22][C:23]3[C:24]4[N:31]([CH2:32][CH2:33][O:34][CH2:35][CH2:36][OH:37])[CH:30]=[CH:29][C:25]=4[N:26]=[CH:27][N:28]=3)=[CH:21][C:2]=2[Cl:1])[CH:6]=1)([CH3:41])([CH3:40])[CH3:39]. (6) Given the reactants [I:1][C:2]1[CH:7]=[CH:6][C:5]([O:8][CH3:9])=[CH:4][C:3]=1[S:10][C:11]1[NH:12][C:13]2[C:18]([N:19]=1)=[C:17]([NH2:20])[N:16]=[CH:15][N:14]=2.[C:21]([NH:28][CH2:29][CH2:30][CH2:31]Cl)([O:23][C:24]([CH3:27])([CH3:26])[CH3:25])=[O:22].C([O-])([O-])=O.[Cs+].[Cs+].CO, predict the reaction product. The product is: [C:24]([O:23][C:21](=[O:22])[NH:28][CH2:29][CH2:30][CH2:31][N:12]1[C:11]([S:10][C:3]2[CH:4]=[C:5]([O:8][CH3:9])[CH:6]=[CH:7][C:2]=2[I:1])=[N:19][C:18]2[C:13]1=[N:14][CH:15]=[N:16][C:17]=2[NH2:20])([CH3:27])([CH3:26])[CH3:25].